This data is from Catalyst prediction with 721,799 reactions and 888 catalyst types from USPTO. The task is: Predict which catalyst facilitates the given reaction. (1) Reactant: S(Cl)([Cl:3])=O.[C:5]([OH:28])(=O)[CH2:6][CH2:7][CH2:8][CH2:9][CH2:10][CH2:11][CH2:12][CH2:13][CH2:14][CH2:15][CH2:16][CH2:17][CH2:18][CH2:19][CH2:20][CH2:21][CH2:22][CH2:23][CH2:24][CH2:25][CH3:26]. Product: [C:5]([Cl:3])(=[O:28])[CH2:6][CH2:7][CH2:8][CH2:9][CH2:10][CH2:11][CH2:12][CH2:13][CH2:14][CH2:15][CH2:16][CH2:17][CH2:18][CH2:19][CH2:20][CH2:21][CH2:22][CH2:23][CH2:24][CH2:25][CH3:26]. The catalyst class is: 6. (2) Reactant: [CH3:1][O:2][C:3]1[CH:4]=[C:5]([CH:13]=[C:14]([O:16][CH3:17])[CH:15]=1)[CH:6]=[C:7]1[CH2:11][CH2:10][CH2:9][C:8]1=[O:12].[Cl-:18].[CH3:19][N+:20](=[CH2:22])[CH3:21]. Product: [ClH:18].[CH3:17][O:16][C:14]1[CH:13]=[C:5]([CH:4]=[C:3]([O:2][CH3:1])[CH:15]=1)[CH:6]=[C:7]1[CH2:11][CH2:10][CH:9]([CH2:19][N:20]([CH3:22])[CH3:21])[C:8]1=[O:12]. The catalyst class is: 10. (3) Reactant: [Br:1][C:2]1[CH:7]=[CH:6][C:5](F)=[C:4]([N+:9]([O-:11])=[O:10])[CH:3]=1.CC[N:14]([CH:18]([CH3:20])[CH3:19])[CH:15]([CH3:17])[CH3:16].Cl.C1(NC2CC2)CC1. Product: [Br:1][C:2]1[CH:7]=[CH:6][C:5]([N:14]([CH:15]2[CH2:16][CH2:17]2)[CH:18]2[CH2:19][CH2:20]2)=[C:4]([N+:9]([O-:11])=[O:10])[CH:3]=1. The catalyst class is: 60. (4) Reactant: [Cl:1][C:2]1[C:10]([N+:11]([O-:13])=[O:12])=[CH:9][CH:8]=[CH:7][C:3]=1[C:4]([OH:6])=[O:5].[CH3:14]N(C)C=O.C(Cl)(=O)C(Cl)=O.CO. Product: [Cl:1][C:2]1[C:10]([N+:11]([O-:13])=[O:12])=[CH:9][CH:8]=[CH:7][C:3]=1[C:4]([O:6][CH3:14])=[O:5]. The catalyst class is: 4. (5) Reactant: C[O:2][C:3]1[CH:8]=[CH:7][C:6]([S:9]([N:12]2[CH2:16][CH2:15][CH2:14][CH2:13]2)(=[O:11])=[O:10])=[CH:5][C:4]=1[N+:17]([O-:19])=[O:18].[OH-].[K+].Cl. Product: [N+:17]([C:4]1[CH:5]=[C:6]([S:9]([N:12]2[CH2:13][CH2:14][CH2:15][CH2:16]2)(=[O:10])=[O:11])[CH:7]=[CH:8][C:3]=1[OH:2])([O-:19])=[O:18]. The catalyst class is: 16.